The task is: Predict which catalyst facilitates the given reaction.. This data is from Catalyst prediction with 721,799 reactions and 888 catalyst types from USPTO. (1) Reactant: [OH:1][CH:2]1[CH2:7][CH2:6][NH:5][CH2:4][CH2:3]1.C(=O)([O-])O.[Na+].[C:13](O[C:13]([O:15][C:16]([CH3:19])([CH3:18])[CH3:17])=[O:14])([O:15][C:16]([CH3:19])([CH3:18])[CH3:17])=[O:14]. Product: [C:16]([O:15][C:13]([N:5]1[CH2:6][CH2:7][CH:2]([OH:1])[CH2:3][CH2:4]1)=[O:14])([CH3:19])([CH3:18])[CH3:17]. The catalyst class is: 4. (2) Reactant: [CH3:1][O:2][C:3]1[CH:8]=[CH:7][CH:6]=[CH:5][C:4]=1[N:9]1[CH2:14][CH2:13][C:12]([C:17]2[CH:22]=[CH:21][CH:20]=[C:19]([O:23][CH3:24])[CH:18]=2)([C:15]#N)[CH2:11][CH2:10]1.[H-].C([Al+]CC(C)C)C(C)C.CCCCCC.Cl.[OH-:42].[Na+]. Product: [CH3:1][O:2][C:3]1[CH:8]=[CH:7][CH:6]=[CH:5][C:4]=1[N:9]1[CH2:14][CH2:13][C:12]([C:17]2[CH:22]=[CH:21][CH:20]=[C:19]([O:23][CH3:24])[CH:18]=2)([CH:15]=[O:42])[CH2:11][CH2:10]1. The catalyst class is: 11. (3) Reactant: [F:1][C:2]1[CH:9]=[CH:8][C:7]([C:10](=O)[CH2:11][C:12]([C:14]2[CH:19]=[CH:18][CH:17]=[CH:16][C:15]=2[O:20][CH2:21][CH:22]([CH3:24])[CH3:23])=O)=[CH:6][C:3]=1[C:4]#[N:5].[NH2:26][C:27]([NH2:29])=[O:28].Cl.C(=O)(O)[O-].[Na+]. Product: [F:1][C:2]1[CH:9]=[CH:8][C:7]([C:10]2[CH:11]=[C:12]([C:14]3[CH:19]=[CH:18][CH:17]=[CH:16][C:15]=3[O:20][CH2:21][CH:22]([CH3:24])[CH3:23])[NH:29][C:27](=[O:28])[N:26]=2)=[CH:6][C:3]=1[C:4]#[N:5]. The catalyst class is: 346. (4) Reactant: [CH3:1][N:2]1[C:10]2[C:5](=[CH:6][CH:7]=[CH:8][CH:9]=2)[C:4]([CH2:11][NH:12][CH3:13])=[CH:3]1.CCN(CC)CC.[C:21](Cl)(=[O:24])[CH:22]=[CH2:23]. Product: [CH3:1][N:2]1[C:10]2[C:5](=[CH:6][CH:7]=[CH:8][CH:9]=2)[C:4]([CH2:11][N:12]([CH3:13])[C:21](=[O:24])[CH:22]=[CH2:23])=[CH:3]1. The catalyst class is: 2. (5) Reactant: C[C@@H]1C[N:6]([C:8]2[C:12]3=[N:13][CH:14]=[CH:15][CH:16]=[C:11]3[NH:10][CH:9]=2)CCN1C(OC(C)(C)C)=O.Cl[CH2:25][C:26]([O:28][CH2:29][CH3:30])=[O:27].NC1C2=NC=CC=C2NC=1. Product: [NH:10]1[C:11]2[C:12](=[N:13][CH:14]=[CH:15][CH:16]=2)[C:8]([NH:6][CH2:25][C:26]([O:28][CH2:29][CH3:30])=[O:27])=[CH:9]1. The catalyst class is: 5. (6) Reactant: F[C:2]1[CH:9]=[CH:8][CH:7]=[CH:6][C:3]=1[CH:4]=[O:5].[CH2:10]([O:12][C:13]([N:15]1[CH2:20][CH2:19][NH:18][CH2:17][CH2:16]1)=[O:14])[CH3:11].C(=O)([O-])[O-].[Ca+2]. Product: [CH2:10]([O:12][C:13]([N:15]1[CH2:16][CH2:17][N:18]([C:2]2[CH:9]=[CH:8][CH:7]=[CH:6][C:3]=2[CH:4]=[O:5])[CH2:19][CH2:20]1)=[O:14])[CH3:11]. The catalyst class is: 16. (7) Reactant: Cl.[CH3:2][O:3][C:4]([C:6]1([CH:18]([O:20]C(=O)C)[CH3:19])[CH2:10][CH2:9][N:8]([CH2:11][C:12]2[CH:17]=[CH:16][CH:15]=[CH:14][CH:13]=2)[CH2:7]1)=[O:5]. Product: [CH3:2][O:3][C:4]([C:6]1([CH:18]([OH:20])[CH3:19])[CH2:10][CH2:9][N:8]([CH2:11][C:12]2[CH:17]=[CH:16][CH:15]=[CH:14][CH:13]=2)[CH2:7]1)=[O:5]. The catalyst class is: 5.